From a dataset of Forward reaction prediction with 1.9M reactions from USPTO patents (1976-2016). Predict the product of the given reaction. (1) Given the reactants Br[C:2]1[N:7]=[C:6]([C@:8]2([CH2:27][F:28])[CH2:13][C@@H:12]([C:14]([F:17])([F:16])[F:15])[O:11][C:10]([NH:18]C(=O)C3C=CC=CC=3)=[N:9]2)[C:5]([F:29])=[CH:4][CH:3]=1.[Cl:30][C:31]1[C:32]([C:39]([NH2:41])=[O:40])=[N:33][N:34]([CH:36]([F:38])[F:37])[CH:35]=1, predict the reaction product. The product is: [NH2:18][C:10]1[O:11][C@H:12]([C:14]([F:15])([F:17])[F:16])[CH2:13][C@:8]([C:6]2[N:7]=[C:2]([NH:41][C:39]([C:32]3[C:31]([Cl:30])=[CH:35][N:34]([CH:36]([F:37])[F:38])[N:33]=3)=[O:40])[CH:3]=[CH:4][C:5]=2[F:29])([CH2:27][F:28])[N:9]=1. (2) Given the reactants [C:1]12([CH2:11][O:12][C:13]([NH:15][C@@H:16]([CH2:24][NH:25]C(OC(C)(C)C)=O)[C:17]([O:19][C:20]([CH3:23])([CH3:22])[CH3:21])=[O:18])=[O:14])[CH2:10][CH:5]3[CH2:6][CH:7]([CH2:9][CH:3]([CH2:4]3)[CH2:2]1)[CH2:8]2.C([O-])(O)=O.[Na+], predict the reaction product. The product is: [C:1]12([CH2:11][O:12][C:13]([NH:15][C@@H:16]([CH2:24][NH2:25])[C:17]([O:19][C:20]([CH3:21])([CH3:22])[CH3:23])=[O:18])=[O:14])[CH2:10][CH:5]3[CH2:4][CH:3]([CH2:9][CH:7]([CH2:6]3)[CH2:8]1)[CH2:2]2. (3) Given the reactants Cl.[CH:2]1([NH:8][OH:9])[CH2:7][CH2:6][CH2:5][CH2:4][CH2:3]1.[CH:10]([C:12]1[C:20]2[C:15](=[CH:16][CH:17]=[CH:18][CH:19]=2)[NH:14][C:13]=1[C:21]([O:23][CH3:24])=[O:22])=O, predict the reaction product. The product is: [CH:2]1([N+:8]([O-:9])=[CH:10][C:12]2[C:20]3[C:15](=[CH:16][CH:17]=[CH:18][CH:19]=3)[NH:14][C:13]=2[C:21]([O:23][CH3:24])=[O:22])[CH2:7][CH2:6][CH2:5][CH2:4][CH2:3]1. (4) The product is: [CH3:2][O:3][CH2:4][CH2:5]/[CH:6]=[CH:32]/[C:34]1[N:38]2[CH:39]=[CH:40][CH:41]=[CH:42][C:37]2=[N:36][C:35]=1[C:43]([O:45][CH2:46][CH3:47])=[O:44]. Given the reactants [Br-].[CH3:2][O:3][CH2:4][CH2:5][CH2:6][P+](C1C=CC=CC=1)(C1C=CC=CC=1)C1C=CC=CC=1.CC(C)([O-])C.[K+].[CH:32]([C:34]1[N:38]2[CH:39]=[CH:40][CH:41]=[CH:42][C:37]2=[N:36][C:35]=1[C:43]([O:45][CH2:46][CH3:47])=[O:44])=O.O, predict the reaction product. (5) Given the reactants [C:1](Cl)(=[O:8])[C:2]1[CH:7]=[CH:6][CH:5]=[CH:4][CH:3]=1.[NH2:10][C:11]1[CH:20]=[C:19]2[C:14]([CH:15]=[CH:16][C:17]([NH:21][S:22]([C:25]3[CH:30]=[C:29]([Cl:31])[CH:28]=[C:27]([Cl:32])[CH:26]=3)(=[O:24])=[O:23])=[CH:18]2)=[CH:13][CH:12]=1.C(N(CC)CC)C.Cl, predict the reaction product. The product is: [Cl:31][C:29]1[CH:30]=[C:25]([S:22]([NH:21][C:17]2[CH:18]=[C:19]3[C:14]([CH:13]=[CH:12][C:11]([NH:10][C:1](=[O:8])[C:2]4[CH:7]=[CH:6][CH:5]=[CH:4][CH:3]=4)=[CH:20]3)=[CH:15][CH:16]=2)(=[O:24])=[O:23])[CH:26]=[C:27]([Cl:32])[CH:28]=1. (6) Given the reactants [NH2:1][C:2]1[CH:7]=[C:6](F)[C:5]([F:9])=[CH:4][C:3]=1[N+:10]([O-:12])=[O:11].[CH3:13][O-:14].[Na+], predict the reaction product. The product is: [F:9][C:5]1[C:6]([O:14][CH3:13])=[CH:7][C:2]([NH2:1])=[C:3]([N+:10]([O-:12])=[O:11])[CH:4]=1. (7) Given the reactants [C:1](=[O:4])([O-])[O-:2].[Cs+].[Cs+].[F:7][C:8]1[CH:13]=[CH:12][C:11]([C:14]2[O:15][C:16]3[CH:27]=[C:26]([N+:28]([O-:30])=[O:29])[C:25](OS(C(F)(F)F)(=O)=O)=[CH:24][C:17]=3[C:18]=2C(OCC)=O)=[CH:10][CH:9]=1.B([C:42]1[CH:43]=[C:44]([CH:48]=[CH:49][CH:50]=1)[C:45](O)=[O:46])(O)O.CN(C(ON1N=N[C:61]2C=CC=N[C:60]1=2)=[N+](C)C)C.F[P-](F)(F)(F)(F)F.[C:75]1([C:81]([NH2:84])([CH3:83])[CH3:82])[CH:80]=[CH:79][CH:78]=[CH:77][CH:76]=1.CCN(C(C)C)C(C)C, predict the reaction product. The product is: [F:7][C:8]1[CH:9]=[CH:10][C:11]([C:14]2[O:15][C:16]3[CH:27]=[C:26]([N+:28]([O-:30])=[O:29])[C:25]([C:42]4[CH:50]=[CH:49][CH:48]=[C:44]([C:45](=[O:46])[NH:84][C:81]([C:75]5[CH:80]=[CH:79][CH:78]=[CH:77][CH:76]=5)([CH3:83])[CH3:82])[CH:43]=4)=[CH:24][C:17]=3[C:18]=2[C:1]([O:2][CH2:60][CH3:61])=[O:4])=[CH:12][CH:13]=1. (8) Given the reactants [CH3:13][C:12]([O:11][C:9](O[C:9]([O:11][C:12]([CH3:15])([CH3:14])[CH3:13])=[O:10])=[O:10])([CH3:15])[CH3:14].[Br:16][C:17]1[CH:18]=[C:19]([C:32]#[N:33])[C:20]2[NH:21][C:22]3[C:27]([S:28][C:29]=2[CH:30]=1)=[CH:26][C:25]([Br:31])=[CH:24][CH:23]=3.BrC1C(Br)=C(C#N)C2NC3C(SC=2C=1)=CC=CC=3, predict the reaction product. The product is: [Br:16][C:17]1[CH:18]=[C:19]([C:32]#[N:33])[C:20]2[N:21]([C:9]([O:11][C:12]([CH3:13])([CH3:14])[CH3:15])=[O:10])[C:22]3[C:27]([S:28][C:29]=2[CH:30]=1)=[CH:26][C:25]([Br:31])=[CH:24][CH:23]=3. (9) Given the reactants [ClH:1].Cl.[NH2:3][CH:4]1[CH2:9][CH2:8][N:7]([CH2:10][CH2:11][N:12]2[C:21]3[C:16](=[N:17][CH:18]=[C:19]([O:22][CH3:23])[CH:20]=3)[CH:15]=[CH:14][C:13]2=[O:24])[CH2:6][CH2:5]1.C(N(CC)CC)C.[N:32]1[C:37]2[O:38][CH2:39][CH2:40][O:41][C:36]=2[CH:35]=[C:34]([CH:42]=O)[N:33]=1.[BH-](OC(C)=O)(OC(C)=O)OC(C)=O.[Na+].C([O-])(O)=O.[Na+], predict the reaction product. The product is: [ClH:1].[N:32]1[C:37]2[O:38][CH2:39][CH2:40][O:41][C:36]=2[CH:35]=[C:34]([CH2:42][NH:3][CH:4]2[CH2:5][CH2:6][N:7]([CH2:10][CH2:11][N:12]3[C:21]4[C:16](=[N:17][CH:18]=[C:19]([O:22][CH3:23])[CH:20]=4)[CH:15]=[CH:14][C:13]3=[O:24])[CH2:8][CH2:9]2)[N:33]=1. (10) Given the reactants [Br:1][CH:2]=[C:3]1[CH2:8][CH2:7][N:6](C(OC(C)(C)C)=O)[CH2:5][CH2:4]1.[C:16]([OH:22])([C:18]([F:21])([F:20])[F:19])=[O:17], predict the reaction product. The product is: [F:19][C:18]([F:21])([F:20])[C:16]([OH:22])=[O:17].[Br:1][CH:2]=[C:3]1[CH2:8][CH2:7][NH:6][CH2:5][CH2:4]1.